Dataset: Catalyst prediction with 721,799 reactions and 888 catalyst types from USPTO. Task: Predict which catalyst facilitates the given reaction. (1) Reactant: C(Cl)(=O)C(Cl)=O.CN(C=O)C.[F:12][C:13]([F:35])([F:34])[O:14][C:15]1[CH:20]=[CH:19][C:18]([S:21]([N:24]2[CH2:29][CH2:28][CH2:27]/[C:26](=[CH:30]\[C:31](O)=[O:32])/[CH2:25]2)(=[O:23])=[O:22])=[CH:17][CH:16]=1.[CH:36]1([CH2:39][NH2:40])[CH2:38][CH2:37]1.C(N(CC)CC)C. Product: [CH:36]1([CH2:39][NH:40][C:31](=[O:32])/[CH:30]=[C:26]2\[CH2:25][N:24]([S:21]([C:18]3[CH:19]=[CH:20][C:15]([O:14][C:13]([F:34])([F:12])[F:35])=[CH:16][CH:17]=3)(=[O:23])=[O:22])[CH2:29][CH2:28][CH2:27]\2)[CH2:38][CH2:37]1.[CH:36]1([CH2:39][NH:40][C:31](=[O:32])/[CH:30]=[C:26]2/[CH2:25][N:24]([S:21]([C:18]3[CH:19]=[CH:20][C:15]([O:14][C:13]([F:34])([F:12])[F:35])=[CH:16][CH:17]=3)(=[O:23])=[O:22])[CH2:29][CH2:28][CH2:27]/2)[CH2:38][CH2:37]1. The catalyst class is: 2. (2) Reactant: [C:1]([C:3]1[C:4]([S:25][CH2:26][C:27]([NH2:29])=[O:28])=[N:5][C:6]([NH:21][CH:22]2[CH2:24][CH2:23]2)=[N:7][C:8]=1[C:9]1[CH:14]=[CH:13][C:12]([C:15]([F:18])([F:17])[F:16])=[C:11]([O:19][CH3:20])[CH:10]=1)#[N:2].[Na].O.C(O)(=O)C. Product: [NH2:2][C:1]1[C:3]2[C:8]([C:9]3[CH:14]=[CH:13][C:12]([C:15]([F:16])([F:18])[F:17])=[C:11]([O:19][CH3:20])[CH:10]=3)=[N:7][C:6]([NH:21][CH:22]3[CH2:24][CH2:23]3)=[N:5][C:4]=2[S:25][C:26]=1[C:27]([NH2:29])=[O:28]. The catalyst class is: 8. (3) Reactant: [CH3:1][C:2]1[CH:7]=[CH:6][C:5]([S:8]([O:11][CH2:12][CH:13]([OH:37])[CH2:14][C:15]2[C:16]([O:29]CC3C=CC=CC=3)=[C:17]3[C:22](=[C:23]([O:25][CH3:26])[CH:24]=2)[CH:21]2[CH2:27][CH2:28][CH:18]3[CH2:19][CH2:20]2)(=[O:10])=[O:9])=[CH:4][CH:3]=1.[Si](OCC(O)CC1C=CC2CCCC=2C=1O)(C(C)(C)C)(C)C. Product: [CH3:1][C:2]1[CH:3]=[CH:4][C:5]([S:8]([O:11][CH2:12][CH:13]([OH:37])[CH2:14][C:15]2[C:16]([OH:29])=[C:17]3[C:22](=[C:23]([O:25][CH3:26])[CH:24]=2)[CH:21]2[CH2:20][CH2:19][CH:18]3[CH2:28][CH2:27]2)(=[O:10])=[O:9])=[CH:6][CH:7]=1. The catalyst class is: 45. (4) Reactant: [C:1]1([C@H:7]([N:9]2[CH2:15][C:14](=O)[C:11]3([CH2:13][CH2:12]3)[C:10]2=[O:17])[CH3:8])[CH:6]=[CH:5][CH:4]=[CH:3][CH:2]=1.Cl.[NH2:19][OH:20].C(N(CC)CC)C. Product: [OH:20][N:19]=[C:14]1[C:11]2([CH2:13][CH2:12]2)[C:10](=[O:17])[N:9]([C@@H:7]([C:1]2[CH:6]=[CH:5][CH:4]=[CH:3][CH:2]=2)[CH3:8])[CH2:15]1. The catalyst class is: 14. (5) Reactant: Br[C:2]1[N:7]2[N:8]=[C:9]([O:19][CH3:20])[C:10]([NH:11][C:12](=[O:18])[O:13][C:14]([CH3:17])([CH3:16])[CH3:15])=[C:6]2[CH:5]=[CH:4][CH:3]=1.[CH3:21][C:22]1[C:27](OB(O)O)=[C:26]([O:32][CH3:33])[CH:25]=[C:24]([O:34][CH3:35])[CH:23]=1.O.O.O.O.O.O.O.O.[OH-].[Ba+2].[OH-].C(OCC)(=O)C. Product: [CH3:35][O:34][C:24]1[CH:25]=[C:26]([O:32][CH3:33])[CH:27]=[C:22]([CH3:21])[C:23]=1[C:2]1[N:7]2[N:8]=[C:9]([O:19][CH3:20])[C:10]([NH:11][C:12](=[O:18])[O:13][C:14]([CH3:17])([CH3:16])[CH3:15])=[C:6]2[CH:5]=[CH:4][CH:3]=1. The catalyst class is: 149. (6) Reactant: [F:1][C:2]([F:31])([F:30])[C:3]1[CH:4]=[C:5]([NH:9][C:10]([N:12]2[C:20]3[C:15](=[CH:16][C:17]([O:21][C:22]4[CH:27]=[C:26]([CH2:28][OH:29])[N:25]=[CH:24][N:23]=4)=[CH:18][CH:19]=3)[CH2:14][CH2:13]2)=[O:11])[CH:6]=[CH:7][CH:8]=1.[CH3:32][S:33](Cl)(=[O:35])=[O:34]. Product: [F:31][C:2]([F:30])([F:1])[C:3]1[CH:4]=[C:5]([NH:9][C:10]([N:12]2[C:20]3[C:15](=[CH:16][C:17]([O:21][C:22]4[N:23]=[CH:24][N:25]=[C:26]([CH2:28][O:29][S:33]([CH3:32])(=[O:35])=[O:34])[CH:27]=4)=[CH:18][CH:19]=3)[CH2:14][CH2:13]2)=[O:11])[CH:6]=[CH:7][CH:8]=1. The catalyst class is: 1.